From a dataset of Reaction yield outcomes from USPTO patents with 853,638 reactions. Predict the reaction yield, written as a fraction of the theoretical maximum amount of product (1.0 means a 100% yield; for example, 0.34 means a 34% yield). The reactants are [OH:1][C:2]1[CH:3]=[C:4]2[C:9](=[CH:10][CH:11]=1)[CH2:8][CH:7]([N:12]1[C:20](=[O:21])[C:19]3[C:14](=[CH:15][CH:16]=[CH:17][CH:18]=3)[C:13]1=[O:22])[CH2:6][CH2:5]2.[N:23]12[CH2:30][CH2:30][N:23]([CH2:28][CH2:28]1)[CH2:24][CH2:24]2.CN(NC(Cl)=[S:36])C. The catalyst is CN(C=O)C. The product is [O:22]=[C:13]1[C:14]2[C:19](=[CH:18][CH:17]=[CH:16][CH:15]=2)[C:20](=[O:21])[N:12]1[CH:7]1[CH2:6][CH2:5][C:4]2[CH:3]=[C:2]([O:1][C:24](=[S:36])[N:23]([CH3:30])[CH3:28])[CH:11]=[CH:10][C:9]=2[CH2:8]1. The yield is 0.910.